Dataset: Catalyst prediction with 721,799 reactions and 888 catalyst types from USPTO. Task: Predict which catalyst facilitates the given reaction. Reactant: [CH2:1]([O:8][CH2:9][CH:10]1[CH2:19][CH2:18][C:13]2(OCC[O:14]2)[CH2:12][CH2:11]1)[C:2]1[CH:7]=[CH:6][CH:5]=[CH:4][CH:3]=1. Product: [CH2:1]([O:8][CH2:9][CH:10]1[CH2:11][CH2:12][C:13](=[O:14])[CH2:18][CH2:19]1)[C:2]1[CH:7]=[CH:6][CH:5]=[CH:4][CH:3]=1. The catalyst class is: 33.